This data is from Full USPTO retrosynthesis dataset with 1.9M reactions from patents (1976-2016). The task is: Predict the reactants needed to synthesize the given product. (1) Given the product [CH3:3][N:4]1[C:9](=[O:10])[C:8]2[C:11]([S:25][CH2:26][CH2:27][CH2:28][C:29]([OH:31])=[O:30])=[C:12]([CH2:14][C:15]3[C:24]4[C:19](=[CH:20][CH:21]=[CH:22][CH:23]=4)[CH:18]=[CH:17][CH:16]=3)[S:13][C:7]=2[N:6]([CH2:33][CH:34]([CH3:35])[CH3:36])[C:5]1=[O:37], predict the reactants needed to synthesize it. The reactants are: [OH-].[Na+].[CH3:3][N:4]1[C:9](=[O:10])[C:8]2[C:11]([S:25][CH2:26][CH2:27][CH2:28][C:29]([O:31]C)=[O:30])=[C:12]([CH2:14][C:15]3[C:24]4[C:19](=[CH:20][CH:21]=[CH:22][CH:23]=4)[CH:18]=[CH:17][CH:16]=3)[S:13][C:7]=2[N:6]([CH2:33][CH:34]([CH3:36])[CH3:35])[C:5]1=[O:37].Cl. (2) The reactants are: [N:1]1[C:10]2[C:5](=[CH:6][C:7]([C:11]([NH2:13])=O)=[CH:8][CH:9]=2)[CH:4]=[CH:3][CH:2]=1.C(N(CC)CC)C.FC(F)(F)C(OC(=O)C(F)(F)F)=O.C(=O)(O)[O-].[Na+]. Given the product [N:1]1[C:10]2[C:5](=[CH:6][C:7]([C:11]#[N:13])=[CH:8][CH:9]=2)[CH:4]=[CH:3][CH:2]=1, predict the reactants needed to synthesize it. (3) Given the product [ClH:1].[CH3:32][N:8]([CH3:7])[C:9]1([C:26]2[CH:31]=[CH:30][CH:29]=[CH:28][CH:27]=2)[CH2:10][CH2:11][CH:12]([CH2:15][C:16]([NH:18][C:19]2[CH:20]=[CH:21][C:22]([CH3:25])=[CH:23][CH:24]=2)=[O:17])[CH2:13][CH2:14]1, predict the reactants needed to synthesize it. The reactants are: [Cl:1][Si](C)(C)C.O.[CH3:7][N:8]([CH3:32])[C:9]1([C:26]2[CH:31]=[CH:30][CH:29]=[CH:28][CH:27]=2)[CH2:14][CH2:13][CH:12]([CH2:15][C:16]([NH:18][C:19]2[CH:24]=[CH:23][C:22]([CH3:25])=[CH:21][CH:20]=2)=[O:17])[CH2:11][CH2:10]1. (4) Given the product [Cl:1][C:2]1[C:3]([F:26])=[C:4]([N:8]2[C:12]([S:13][C:14]3[CH:15]=[N:16][C:17]([Cl:20])=[CH:18][CH:19]=3)=[CH:11][C:10]([CH2:21][OH:22])=[N:9]2)[CH:5]=[CH:6][CH:7]=1, predict the reactants needed to synthesize it. The reactants are: [Cl:1][C:2]1[C:3]([F:26])=[C:4]([N:8]2[C:12]([S:13][C:14]3[CH:15]=[N:16][C:17]([Cl:20])=[CH:18][CH:19]=3)=[CH:11][C:10]([C:21](OCC)=[O:22])=[N:9]2)[CH:5]=[CH:6][CH:7]=1.[H-].C([Al+]CC(C)C)C(C)C.C1(C)C=CC=CC=1.Cl.